This data is from NCI-60 drug combinations with 297,098 pairs across 59 cell lines. The task is: Regression. Given two drug SMILES strings and cell line genomic features, predict the synergy score measuring deviation from expected non-interaction effect. (1) Drug 1: C1=NC2=C(N1)C(=S)N=C(N2)N. Drug 2: C1=CN(C=N1)CC(O)(P(=O)(O)O)P(=O)(O)O. Cell line: EKVX. Synergy scores: CSS=32.4, Synergy_ZIP=-10.9, Synergy_Bliss=-2.12, Synergy_Loewe=-9.99, Synergy_HSA=-1.72. (2) Drug 1: CC1CCC2CC(C(=CC=CC=CC(CC(C(=O)C(C(C(=CC(C(=O)CC(OC(=O)C3CCCCN3C(=O)C(=O)C1(O2)O)C(C)CC4CCC(C(C4)OC)O)C)C)O)OC)C)C)C)OC. Drug 2: CN(CC1=CN=C2C(=N1)C(=NC(=N2)N)N)C3=CC=C(C=C3)C(=O)NC(CCC(=O)O)C(=O)O. Cell line: SF-295. Synergy scores: CSS=33.6, Synergy_ZIP=9.00, Synergy_Bliss=6.59, Synergy_Loewe=-24.0, Synergy_HSA=2.08.